From a dataset of Forward reaction prediction with 1.9M reactions from USPTO patents (1976-2016). Predict the product of the given reaction. (1) Given the reactants [C:1]([C@H:4]1[CH2:9][CH2:8][C@H:7]([C:10]([O:12][CH3:13])=[O:11])[CH2:6][CH2:5]1)(=O)[NH2:2].N1C=CN=C1.P(Cl)(Cl)(Cl)=O, predict the reaction product. The product is: [C:1]([C@H:4]1[CH2:9][CH2:8][C@H:7]([C:10]([O:12][CH3:13])=[O:11])[CH2:6][CH2:5]1)#[N:2]. (2) Given the reactants [F:1][C:2]1[CH:7]=[CH:6][C:5]([C:8]2[C:13]([CH2:14]O)=[C:12]([CH:16]([CH3:18])[CH3:17])[N:11]=[C:10]([N:19]([CH3:24])[S:20]([CH3:23])(=[O:22])=[O:21])[N:9]=2)=[CH:4][CH:3]=1.[Cl:25]CCl.C(N(CC)CC)C.CS(Cl)(=O)=O, predict the reaction product. The product is: [Cl:25][CH2:14][C:13]1[C:8]([C:5]2[CH:6]=[CH:7][C:2]([F:1])=[CH:3][CH:4]=2)=[N:9][C:10]([N:19]([CH3:24])[S:20]([CH3:23])(=[O:22])=[O:21])=[N:11][C:12]=1[CH:16]([CH3:18])[CH3:17]. (3) Given the reactants O.[CH3:2][C:3]1[CH:4]=[CH:5][C:6]([N:13]2[CH2:18][CH2:17][NH:16][CH2:15][CH2:14]2)=[C:7]([S:9]([OH:12])(=[O:11])=[O:10])[CH:8]=1.C(OC(C)C)(C)C.C([O-])(=O)C.[Ca+2:30].C([O-])(=O)C, predict the reaction product. The product is: [CH3:2][C:3]1[CH:4]=[CH:5][C:6]([N:13]2[CH2:18][CH2:17][NH:16][CH2:15][CH2:14]2)=[C:7]([S:9]([O-:12])(=[O:10])=[O:11])[CH:8]=1.[Ca+2:30].[CH3:2][C:3]1[CH:4]=[CH:5][C:6]([N:13]2[CH2:18][CH2:17][NH:16][CH2:15][CH2:14]2)=[C:7]([S:9]([O-:12])(=[O:10])=[O:11])[CH:8]=1. (4) Given the reactants [C:1]([O:5][C:6]([N:8]1[C:16]2[C:11](=[CH:12][CH:13]=[CH:14][CH:15]=2)[CH:10]=[C:9]1[C:17]1[C:18](=[O:34])[N:19]([CH2:26][O:27][CH2:28][CH2:29][Si:30]([CH3:33])([CH3:32])[CH3:31])[CH:20]=[C:21]([C:23](O)=[O:24])[CH:22]=1)=[O:7])([CH3:4])([CH3:3])[CH3:2].Cl.CN(C)CCCN=C=NCC.O.ON1C2C=CC=CC=2N=N1.C(N(CC)C(C)C)(C)C.[CH2:67]([N:74]1[CH:78]=[C:77]([NH2:79])[CH:76]=[N:75]1)[C:68]1[CH:73]=[CH:72][CH:71]=[CH:70][CH:69]=1, predict the reaction product. The product is: [C:1]([O:5][C:6]([N:8]1[C:16]2[C:11](=[CH:12][CH:13]=[CH:14][CH:15]=2)[CH:10]=[C:9]1[C:17]1[C:18](=[O:34])[N:19]([CH2:26][O:27][CH2:28][CH2:29][Si:30]([CH3:33])([CH3:32])[CH3:31])[CH:20]=[C:21]([C:23](=[O:24])[NH:79][C:77]2[CH:76]=[N:75][N:74]([CH2:67][C:68]3[CH:69]=[CH:70][CH:71]=[CH:72][CH:73]=3)[CH:78]=2)[CH:22]=1)=[O:7])([CH3:4])([CH3:3])[CH3:2]. (5) Given the reactants CC1C=CC(S([N:11]2[C:19]3[C:14](=[CH:15][C:16]([O:20][CH2:21][CH2:22][N:23]4[CH2:28][CH2:27][CH2:26][CH2:25][CH2:24]4)=[CH:17][CH:18]=3)[C:13]([CH2:29][CH2:30][NH:31][C:32](=[O:34])[CH3:33])=[CH:12]2)(=O)=O)=CC=1.[Mg], predict the reaction product. The product is: [N:23]1([CH2:22][CH2:21][O:20][C:16]2[CH:15]=[C:14]3[C:19](=[CH:18][CH:17]=2)[NH:11][CH:12]=[C:13]3[CH2:29][CH2:30][NH:31][C:32](=[O:34])[CH3:33])[CH2:28][CH2:27][CH2:26][CH2:25][CH2:24]1.